Task: Predict the reaction yield, written as a fraction of the theoretical maximum amount of product (1.0 means a 100% yield; for example, 0.34 means a 34% yield).. Dataset: Reaction yield outcomes from USPTO patents with 853,638 reactions (1) The reactants are Cl.[N:2]1([C:8]([C:10]2[CH:15]=[CH:14][C:13]([C:16]3[CH:21]=[CH:20][CH:19]=[C:18]([NH:22][S:23]([CH:26]4[CH2:29][CH2:28][CH2:27]4)(=[O:25])=[O:24])[CH:17]=3)=[CH:12][CH:11]=2)=[O:9])[CH2:7][CH2:6][NH:5][CH2:4][CH2:3]1.[OH:30][C:31]1([C:34](O)=[O:35])[CH2:33][CH2:32]1.CN(C(ON1N=NC2C=CC=CC1=2)=[N+](C)C)C.F[P-](F)(F)(F)(F)F.CCN(C(C)C)C(C)C.C(=O)(O)[O-].[Na+]. The catalyst is CN(C=O)C.CCOC(C)=O.O. The product is [OH:30][C:31]1([C:34]([N:5]2[CH2:6][CH2:7][N:2]([C:8]([C:10]3[CH:15]=[CH:14][C:13]([C:16]4[CH:21]=[CH:20][CH:19]=[C:18]([NH:22][S:23]([CH:26]5[CH2:27][CH2:28][CH2:29]5)(=[O:25])=[O:24])[CH:17]=4)=[CH:12][CH:11]=3)=[O:9])[CH2:3][CH2:4]2)=[O:35])[CH2:33][CH2:32]1. The yield is 0.303. (2) The reactants are [CH2:1]([O:8][C:9]1[N:10]=[N:11][C:12](Cl)=[CH:13][C:14]=1[O:15][CH2:16][C:17]1[CH:22]=[CH:21][CH:20]=[CH:19][CH:18]=1)[C:2]1[CH:7]=[CH:6][CH:5]=[CH:4][CH:3]=1.C1CCN2C(=NCCC2)CC1.[C:35]([C:37]1[CH:42]=[CH:41][CH:40]=[CH:39][CH:38]=1)#[CH:36]. The catalyst is O1CCCC1.C(OCC)(=O)C.Cl[Pd](Cl)([P](C1C=CC=CC=1)(C1C=CC=CC=1)C1C=CC=CC=1)[P](C1C=CC=CC=1)(C1C=CC=CC=1)C1C=CC=CC=1.[Cu]I. The product is [CH2:1]([O:8][C:9]1[N:10]=[N:11][C:12]([C:36]#[C:35][C:37]2[CH:42]=[CH:41][CH:40]=[CH:39][CH:38]=2)=[CH:13][C:14]=1[O:15][CH2:16][C:17]1[CH:22]=[CH:21][CH:20]=[CH:19][CH:18]=1)[C:2]1[CH:7]=[CH:6][CH:5]=[CH:4][CH:3]=1. The yield is 0.610. (3) The reactants are [Mg].Br[C:3]1[CH:11]=[CH:10][C:6]2[CH2:7][CH2:8][O:9][C:5]=2[CH:4]=1.II.CON(C)[C:17](=[O:28])[C@@H:18]([NH:20][C:21](=[O:27])[O:22][C:23]([CH3:26])([CH3:25])[CH3:24])[CH3:19].C([Mg]Cl)(C)C. The catalyst is O1CCCC1. The product is [O:9]1[C:5]2[CH:4]=[C:3]([C:17](=[O:28])[C@H:18]([NH:20][C:21](=[O:27])[O:22][C:23]([CH3:25])([CH3:24])[CH3:26])[CH3:19])[CH:11]=[CH:10][C:6]=2[CH2:7][CH2:8]1. The yield is 0.360. (4) The reactants are [Na].[O:2]([CH2:9][C:10](=[O:12])[CH3:11])[C:3]1[CH:8]=[CH:7][CH:6]=[CH:5][CH:4]=1.[C:13](OCC)(=[O:19])[C:14]([O:16][CH2:17][CH3:18])=[O:15]. The yield is 0.540. The catalyst is CCO. The product is [CH2:17]([O:16][C:14](=[O:15])[C:13](=[O:19])[CH2:11][C:10](=[O:12])[CH2:9][O:2][C:3]1[CH:8]=[CH:7][CH:6]=[CH:5][CH:4]=1)[CH3:18].